Dataset: Catalyst prediction with 721,799 reactions and 888 catalyst types from USPTO. Task: Predict which catalyst facilitates the given reaction. Reactant: [C:1]1([CH3:13])[CH:6]=[C:5]([CH3:7])[CH:4]=[C:3](C)[C:2]=1[CH2:9][C:10](Cl)=[O:11].[CH:14](N(C(C)C)CC)(C)C.Cl.[NH2:24][CH:25]([C:32]1[CH:37]=[CH:36][CH:35]=[C:34]([N+:38]([O-:40])=[O:39])[CH:33]=1)[CH2:26][C:27]([O:29][CH2:30][CH3:31])=[O:28].Cl. Product: [CH3:14][CH:9]([C:2]1[C:1]([CH3:13])=[CH:6][C:5]([CH3:7])=[CH:4][CH:3]=1)[C:10]([NH:24][CH:25]([C:32]1[CH:37]=[CH:36][CH:35]=[C:34]([N+:38]([O-:40])=[O:39])[CH:33]=1)[CH2:26][C:27]([O:29][CH2:30][CH3:31])=[O:28])=[O:11]. The catalyst class is: 38.